This data is from Forward reaction prediction with 1.9M reactions from USPTO patents (1976-2016). The task is: Predict the product of the given reaction. Given the reactants FC(F)(F)C(O)=O.[Cl:8][C:9]1[CH:10]=[C:11]([C:19]2[O:23][N:22]=[C:21]([C:24]3[CH:25]=[CH:26][CH:27]=[C:28]4[C:32]=3[N:31]([CH3:33])[CH:30]=[C:29]4[CH2:34][CH2:35][C:36]([O:38]C(C)(C)C)=[O:37])[N:20]=2)[CH:12]=[CH:13][C:14]=1[O:15][CH:16]([CH3:18])[CH3:17], predict the reaction product. The product is: [Cl:8][C:9]1[CH:10]=[C:11]([C:19]2[O:23][N:22]=[C:21]([C:24]3[CH:25]=[CH:26][CH:27]=[C:28]4[C:32]=3[N:31]([CH3:33])[CH:30]=[C:29]4[CH2:34][CH2:35][C:36]([OH:38])=[O:37])[N:20]=2)[CH:12]=[CH:13][C:14]=1[O:15][CH:16]([CH3:17])[CH3:18].